This data is from Full USPTO retrosynthesis dataset with 1.9M reactions from patents (1976-2016). The task is: Predict the reactants needed to synthesize the given product. Given the product [CH:2]([C@H:3]1[CH2:4][CH2:5][C@H:6]([NH:9][C:10](=[O:16])[O:11][C:12]([CH3:14])([CH3:13])[CH3:15])[CH2:7][CH2:8]1)=[O:1], predict the reactants needed to synthesize it. The reactants are: [OH:1][CH2:2][C@H:3]1[CH2:8][CH2:7][C@H:6]([NH:9][C:10](=[O:16])[O:11][C:12]([CH3:15])([CH3:14])[CH3:13])[CH2:5][CH2:4]1.CC(OI1(OC(C)=O)(OC(C)=O)OC(=O)C2C=CC=CC1=2)=O.